From a dataset of Full USPTO retrosynthesis dataset with 1.9M reactions from patents (1976-2016). Predict the reactants needed to synthesize the given product. The reactants are: [N+:1]([C:4]1[CH:5]=[C:6]([C:14]([F:17])([F:16])[F:15])[C:7]2[CH2:11][O:10][B:9]([OH:12])[C:8]=2[CH:13]=1)([O-])=O.C([O-])(O)=O.[Na+].CCOC(C)=O. Given the product [NH2:1][C:4]1[CH:5]=[C:6]([C:14]([F:16])([F:17])[F:15])[C:7]2[CH2:11][O:10][B:9]([OH:12])[C:8]=2[CH:13]=1, predict the reactants needed to synthesize it.